Dataset: NCI-60 drug combinations with 297,098 pairs across 59 cell lines. Task: Regression. Given two drug SMILES strings and cell line genomic features, predict the synergy score measuring deviation from expected non-interaction effect. Cell line: U251. Drug 1: C1=NNC2=C1C(=O)NC=N2. Drug 2: C1CN(P(=O)(OC1)NCCCl)CCCl. Synergy scores: CSS=-0.193, Synergy_ZIP=-2.21, Synergy_Bliss=-5.26, Synergy_Loewe=-4.43, Synergy_HSA=-4.99.